This data is from Catalyst prediction with 721,799 reactions and 888 catalyst types from USPTO. The task is: Predict which catalyst facilitates the given reaction. (1) Reactant: C1COCC1.[CH3:6][C:7]1[CH:12]=[CH:11][C:10]([C:13]2[C:22]3[C:17](=[N:18][CH:19]=[CH:20][CH:21]=3)[C:16](=[O:23])O[C:14]=2[C:24]([OH:26])=[O:25])=[CH:9][CH:8]=1.Br.[Br:28][CH2:29][CH2:30][CH2:31][NH2:32].C(N(CC)CC)C. Product: [Br:28][CH2:29][CH2:30][CH2:31][N:32]1[C:14]([C:24]([OH:26])=[O:25])=[C:13]([C:10]2[CH:11]=[CH:12][C:7]([CH3:6])=[CH:8][CH:9]=2)[C:22]2[C:17](=[N:18][CH:19]=[CH:20][CH:21]=2)[C:16]1=[O:23]. The catalyst class is: 5. (2) Reactant: Br[CH2:2][CH2:3][CH2:4][CH2:5][O:6][C:7]1[CH:16]=[C:15]2[C:10]([CH2:11][CH2:12][C:13](=[O:17])[NH:14]2)=[CH:9][CH:8]=1.Cl.[Cl:19][C:20]1[C:25]([Cl:26])=[CH:24][CH:23]=[CH:22][C:21]=1[N:27]1[CH2:32][CH2:31][NH:30][CH2:29][CH2:28]1.C([O-])([O-])=O.[Na+].[Na+].S([O-])(OCCCCCCCCCCCC)(=O)=O.[Na]. Product: [CH:23]1[CH:22]=[C:21]([N:27]2[CH2:32][CH2:31][N:30]([CH2:2][CH2:3][CH2:4][CH2:5][O:6][C:7]3[CH:8]=[CH:9][C:10]4[CH2:11][CH2:12][C:13](=[O:17])[NH:14][C:15]=4[CH:16]=3)[CH2:29][CH2:28]2)[C:20]([Cl:19])=[C:25]([Cl:26])[CH:24]=1. The catalyst class is: 47. (3) Reactant: [C:1]([O:5][C:6](=[O:31])[NH:7][C@@H:8]1[C:16]2[C:11](=[C:12]([C:17]3[S:18][C:19]([C:22]4[CH:27]=[CH:26][C:25](F)=[C:24]([C:29]#[N:30])[CH:23]=4)=[N:20][N:21]=3)[CH:13]=[CH:14][CH:15]=2)[CH2:10][CH2:9]1)([CH3:4])([CH3:3])[CH3:2].[CH3:32][CH:33]([CH3:35])[O-:34].[Na+]. Product: [C:1]([O:5][C:6](=[O:31])[NH:7][C@@H:8]1[C:16]2[C:11](=[C:12]([C:17]3[S:18][C:19]([C:22]4[CH:27]=[CH:26][C:25]([O:34][CH:33]([CH3:35])[CH3:32])=[C:24]([C:29]#[N:30])[CH:23]=4)=[N:20][N:21]=3)[CH:13]=[CH:14][CH:15]=2)[CH2:10][CH2:9]1)([CH3:4])([CH3:3])[CH3:2]. The catalyst class is: 41. (4) Reactant: [H-].[Na+].[OH:3][CH:4]1[CH2:7][N:6]([C:8]([O:10][C:11]([CH3:14])([CH3:13])[CH3:12])=[O:9])[CH2:5]1.Br[CH2:16][C:17]1[C:18]([CH3:24])=[N:19][C:20]([Cl:23])=[CH:21][CH:22]=1.Cl. Product: [Cl:23][C:20]1[N:19]=[C:18]([CH3:24])[C:17]([CH2:16][O:3][CH:4]2[CH2:5][N:6]([C:8]([O:10][C:11]([CH3:14])([CH3:13])[CH3:12])=[O:9])[CH2:7]2)=[CH:22][CH:21]=1. The catalyst class is: 30.